This data is from Full USPTO retrosynthesis dataset with 1.9M reactions from patents (1976-2016). The task is: Predict the reactants needed to synthesize the given product. (1) Given the product [F:1][C:2]1[CH:3]=[C:4]([NH:24][C:25](=[O:38])[CH2:26][C:27]([NH:29][C:30]2[CH:35]=[CH:34][CH:33]=[CH:32][C:31]=2[O:36][CH3:37])=[O:28])[CH:5]=[CH:6][C:7]=1[O:8][C:9]1[CH:14]=[CH:13][N:12]=[C:11]2[CH:15]=[C:16]([C:56]3[N:60]([CH3:61])[CH:59]=[N:58][CH:57]=3)[S:17][C:10]=12, predict the reactants needed to synthesize it. The reactants are: [F:1][C:2]1[CH:3]=[C:4]([NH:24][C:25](=[O:38])[CH2:26][C:27]([NH:29][C:30]2[CH:35]=[CH:34][CH:33]=[CH:32][C:31]=2[O:36][CH3:37])=[O:28])[CH:5]=[CH:6][C:7]=1[O:8][C:9]1[CH:14]=[CH:13][N:12]=[C:11]2[CH:15]=[C:16](C3N(C)C=CN=3)[S:17][C:10]=12.FC1C=C(N)C=CC=1OC1C=CN=C2C=C([C:56]3[N:60]([CH3:61])[CH:59]=[N:58][CH:57]=3)SC=12. (2) Given the product [CH2:7]([O:6][C:4](=[O:5])[CH2:3][NH:2][C:44](=[O:56])[CH2:43][CH2:42][C@H:31]([NH:30][C:28]([O:27][C:23]([CH3:25])([CH3:24])[CH3:26])=[O:29])[C:32]([O:34][CH2:35][C:36]1[CH:37]=[CH:38][CH:39]=[CH:40][CH:41]=1)=[O:33])[C:8]1[CH:13]=[CH:12][CH:11]=[CH:10][CH:9]=1, predict the reactants needed to synthesize it. The reactants are: Cl.[NH2:2][CH2:3][C:4]([O:6][CH2:7][C:8]1[CH:13]=[CH:12][CH:11]=[CH:10][CH:9]=1)=[O:5].CCN(C(C)C)C(C)C.[C:23]([O:27][C:28]([NH:30][C@@H:31]([CH2:42][CH2:43][C:44](=[O:56])SC1C=CC(C(F)(F)F)=CC=1)[C:32]([O:34][CH2:35][C:36]1[CH:41]=[CH:40][CH:39]=[CH:38][CH:37]=1)=[O:33])=[O:29])([CH3:26])([CH3:25])[CH3:24]. (3) Given the product [CH2:11]([O:13][C:14](=[O:26])[C:15]1[CH:20]=[C:19]([O:21][CH3:22])[C:18]([O:23][CH3:24])=[CH:17][C:16]=1[NH:25][C:8](=[O:9])[CH2:7][CH2:3][C:4]([O:5][CH2:31][CH3:32])=[O:33])[CH3:12], predict the reactants needed to synthesize it. The reactants are: C([CH:3]([CH2:7][C:8](Cl)=[O:9])[C:4](Cl)=[O:5])C.[CH2:11]([O:13][C:14](=[O:26])[C:15]1[CH:20]=[C:19]([O:21][CH3:22])[C:18]([O:23][CH3:24])=[CH:17][C:16]=1[NH2:25])[CH3:12].N1[CH:32]=[CH:31]C=CC=1.[OH2:33]. (4) Given the product [C:23]1([CH2:29][CH2:30][CH2:31][CH2:35][NH:22][CH2:21][CH2:20][C:17]2[CH:16]=[CH:15][C:14]([C:10]3[N:9]=[C:8]([NH2:3])[CH:13]=[CH:12][CH:11]=3)=[CH:19][CH:18]=2)[CH:24]=[CH:25][CH:26]=[CH:27][CH:28]=1, predict the reactants needed to synthesize it. The reactants are: CC1[N:3]([C:8]2[CH:13]=[CH:12][CH:11]=[C:10]([C:14]3[CH:19]=[CH:18][C:17]([CH2:20][CH2:21][NH2:22])=[CH:16][CH:15]=3)[N:9]=2)C(C)=CC=1.[C:23]1([CH:29](C)[CH2:30][C:31](O)=O)[CH:28]=[CH:27][CH:26]=[CH:25][CH:24]=1.[CH3:35]CN=C=NCCCN(C)C.C(N(CC)CC)C.C([O-])(=O)CC(CC([O-])=O)(C([O-])=O)O. (5) Given the product [Br:1][C:2]1[C:3]([O:16][CH3:15])=[CH:4][CH:5]=[C:6]2[C:11]=1[N:10]([CH3:12])[C:9](=[O:13])[CH:8]=[CH:7]2, predict the reactants needed to synthesize it. The reactants are: [Br:1][C:2]1[C:3](F)=[CH:4][CH:5]=[C:6]2[C:11]=1[N:10]([CH3:12])[C:9](=[O:13])[CH:8]=[CH:7]2.[CH3:15][O-:16].[Na+]. (6) Given the product [CH3:28][CH2:27][O:31][C:17]([CH3:12])=[O:18].[CH3:6][CH2:5][CH2:4][CH:9]([CH3:10])[CH3:8].[Cl:1][C:2]1[N:3]([C:12]2[C:13](=[O:21])[N:14]([CH3:20])[N:15]=[C:16]([CH3:19])[C:17]=2[O:18][C:30]([S:32][CH:33]([CH3:35])[CH3:34])=[O:31])[C:4]2[C:9]([C:10]=1[Cl:11])=[CH:8][CH:7]=[CH:6][CH:5]=2, predict the reactants needed to synthesize it. The reactants are: [Cl:1][C:2]1[N:3]([CH:12]2[C:17](=[O:18])[C:16]([CH3:19])=[N:15][N:14]([CH3:20])[C:13]2=[O:21])[C:4]2[C:9]([C:10]=1[Cl:11])=[CH:8][CH:7]=[CH:6][CH:5]=2.C(N([CH2:27][CH3:28])CC)C.Cl[C:30]([S:32][CH:33]([CH3:35])[CH3:34])=[O:31].